This data is from Peptide-MHC class I binding affinity with 185,985 pairs from IEDB/IMGT. The task is: Regression. Given a peptide amino acid sequence and an MHC pseudo amino acid sequence, predict their binding affinity value. This is MHC class I binding data. (1) The peptide sequence is WLSQTTLSV. The MHC is HLA-A02:03 with pseudo-sequence HLA-A02:03. The binding affinity (normalized) is 1.00. (2) The peptide sequence is REVLRTELTYL. The MHC is H-2-Kk with pseudo-sequence H-2-Kk. The binding affinity (normalized) is 0.119. (3) The binding affinity (normalized) is 0.450. The peptide sequence is FPANINDKQI. The MHC is HLA-B35:01 with pseudo-sequence HLA-B35:01. (4) The MHC is HLA-B57:01 with pseudo-sequence HLA-B57:01. The peptide sequence is KSLAVEPRF. The binding affinity (normalized) is 0.592. (5) The peptide sequence is IVRTNRNEL. The MHC is HLA-A69:01 with pseudo-sequence HLA-A69:01. The binding affinity (normalized) is 0.0847.